From a dataset of NCI-60 drug combinations with 297,098 pairs across 59 cell lines. Regression. Given two drug SMILES strings and cell line genomic features, predict the synergy score measuring deviation from expected non-interaction effect. (1) Drug 1: C1CC(=O)NC(=O)C1N2CC3=C(C2=O)C=CC=C3N. Drug 2: C1=CN(C(=O)N=C1N)C2C(C(C(O2)CO)O)O.Cl. Cell line: NCI/ADR-RES. Synergy scores: CSS=30.6, Synergy_ZIP=-10.3, Synergy_Bliss=-2.86, Synergy_Loewe=-34.8, Synergy_HSA=1.75. (2) Drug 1: C(CN)CNCCSP(=O)(O)O. Drug 2: N.N.Cl[Pt+2]Cl. Cell line: 786-0. Synergy scores: CSS=29.6, Synergy_ZIP=-1.95, Synergy_Bliss=-2.57, Synergy_Loewe=-44.3, Synergy_HSA=-3.03. (3) Drug 1: CS(=O)(=O)CCNCC1=CC=C(O1)C2=CC3=C(C=C2)N=CN=C3NC4=CC(=C(C=C4)OCC5=CC(=CC=C5)F)Cl. Drug 2: C1CC(C1)(C2=CC=C(C=C2)C3=C(C=C4C(=N3)C=CN5C4=NNC5=O)C6=CC=CC=C6)N. Cell line: OVCAR3. Synergy scores: CSS=57.2, Synergy_ZIP=1.13, Synergy_Bliss=1.66, Synergy_Loewe=0.392, Synergy_HSA=7.61. (4) Drug 1: CC1=C(C=C(C=C1)NC(=O)C2=CC=C(C=C2)CN3CCN(CC3)C)NC4=NC=CC(=N4)C5=CN=CC=C5. Drug 2: C1CN1C2=NC(=NC(=N2)N3CC3)N4CC4. Cell line: OVCAR-4. Synergy scores: CSS=5.56, Synergy_ZIP=-1.61, Synergy_Bliss=-0.582, Synergy_Loewe=-12.4, Synergy_HSA=-6.68. (5) Drug 1: CC1=C(C(=CC=C1)Cl)NC(=O)C2=CN=C(S2)NC3=CC(=NC(=N3)C)N4CCN(CC4)CCO. Drug 2: C#CCC(CC1=CN=C2C(=N1)C(=NC(=N2)N)N)C3=CC=C(C=C3)C(=O)NC(CCC(=O)O)C(=O)O. Cell line: 786-0. Synergy scores: CSS=69.9, Synergy_ZIP=15.9, Synergy_Bliss=-2.82, Synergy_Loewe=37.3, Synergy_HSA=-1.99. (6) Drug 1: CC1=C(C(=CC=C1)Cl)NC(=O)C2=CN=C(S2)NC3=CC(=NC(=N3)C)N4CCN(CC4)CCO. Drug 2: C1CN1C2=NC(=NC(=N2)N3CC3)N4CC4. Cell line: HOP-62. Synergy scores: CSS=33.9, Synergy_ZIP=-1.64, Synergy_Bliss=4.09, Synergy_Loewe=-5.26, Synergy_HSA=1.68. (7) Drug 1: CC1OCC2C(O1)C(C(C(O2)OC3C4COC(=O)C4C(C5=CC6=C(C=C35)OCO6)C7=CC(=C(C(=C7)OC)O)OC)O)O. Drug 2: CCCCC(=O)OCC(=O)C1(CC(C2=C(C1)C(=C3C(=C2O)C(=O)C4=C(C3=O)C=CC=C4OC)O)OC5CC(C(C(O5)C)O)NC(=O)C(F)(F)F)O. Cell line: NCI-H322M. Synergy scores: CSS=9.01, Synergy_ZIP=-3.54, Synergy_Bliss=0.728, Synergy_Loewe=2.03, Synergy_HSA=2.04. (8) Drug 1: C1=CC(=CC=C1CC(C(=O)O)N)N(CCCl)CCCl.Cl. Drug 2: CS(=O)(=O)CCNCC1=CC=C(O1)C2=CC3=C(C=C2)N=CN=C3NC4=CC(=C(C=C4)OCC5=CC(=CC=C5)F)Cl. Cell line: OVCAR-5. Synergy scores: CSS=11.1, Synergy_ZIP=1.41, Synergy_Bliss=7.21, Synergy_Loewe=2.58, Synergy_HSA=3.82. (9) Drug 1: CC1=CC2C(CCC3(C2CCC3(C(=O)C)OC(=O)C)C)C4(C1=CC(=O)CC4)C. Drug 2: CC1=C2C(C(=O)C3(C(CC4C(C3C(C(C2(C)C)(CC1OC(=O)C(C(C5=CC=CC=C5)NC(=O)OC(C)(C)C)O)O)OC(=O)C6=CC=CC=C6)(CO4)OC(=O)C)O)C)O. Cell line: NCI-H226. Synergy scores: CSS=30.6, Synergy_ZIP=15.3, Synergy_Bliss=14.1, Synergy_Loewe=-21.3, Synergy_HSA=9.41.